Dataset: Forward reaction prediction with 1.9M reactions from USPTO patents (1976-2016). Task: Predict the product of the given reaction. (1) Given the reactants [OH-].[K+].[Cl:3][C:4]1[C:9]([Cl:10])=[CH:8][CH:7]=[CH:6][C:5]=1[S:11][C:12]1[S:16][C:15]([C:17]([O:19]CC)=[O:18])=[CH:14][C:13]=1[N+:22]([O-:24])=[O:23], predict the reaction product. The product is: [Cl:3][C:4]1[C:9]([Cl:10])=[CH:8][CH:7]=[CH:6][C:5]=1[S:11][C:12]1[S:16][C:15]([C:17]([OH:19])=[O:18])=[CH:14][C:13]=1[N+:22]([O-:24])=[O:23]. (2) Given the reactants [F:1][C:2]([F:20])([F:19])[C:3]1[CH:4]=[CH:5][C:6]2[O:10][C:9]([C:11]3[CH:16]=[CH:15][N:14]=[CH:13][C:12]=3[OH:17])=[N:8][C:7]=2[CH:18]=1.C(=O)([O-])[O-].[K+].[K+].CN(C=O)C.Cl[CH:33]([F:35])[F:34], predict the reaction product. The product is: [F:34][CH:33]([F:35])[O:17][C:12]1[CH:13]=[N:14][CH:15]=[CH:16][C:11]=1[C:9]1[O:10][C:6]2[CH:5]=[CH:4][C:3]([C:2]([F:19])([F:1])[F:20])=[CH:18][C:7]=2[N:8]=1. (3) Given the reactants [Cl:1][C:2]1[CH:3]=[C:4]([CH:28]=[CH:29][CH:30]=1)[CH2:5][N:6]([C:12]1[C:17]([C:18]([F:21])([F:20])[F:19])=[CH:16][C:15]([N+:22]([O-])=O)=[CH:14][C:13]=1[N+:25]([O-])=O)[C:7](=[O:11])[O:8][CH2:9][CH3:10], predict the reaction product. The product is: [Cl:1][C:2]1[CH:3]=[C:4]([CH:28]=[CH:29][CH:30]=1)[CH2:5][N:6]([C:12]1[C:17]([C:18]([F:21])([F:20])[F:19])=[CH:16][C:15]([NH2:22])=[CH:14][C:13]=1[NH2:25])[C:7](=[O:11])[O:8][CH2:9][CH3:10]. (4) Given the reactants [C:1]([C:3]1[CH:12]=[CH:11][C:6]([C:7](OC)=[O:8])=[CH:5][C:4]=1[N+:13]([O-:15])=[O:14])#[N:2].[NH3:16], predict the reaction product. The product is: [C:1]([C:3]1[CH:12]=[CH:11][C:6]([C:7]([NH2:16])=[O:8])=[CH:5][C:4]=1[N+:13]([O-:15])=[O:14])#[N:2]. (5) Given the reactants [C:1]([C@@H:4]1[CH2:12][C@H:11]2[C@H:6]([CH2:7][CH2:8][CH2:9][CH2:10]2)[NH:5]1)([OH:3])=[O:2].[C:13]([C@@H:18]([NH:22][C@H:23]([C:25](O)=[O:26])[CH3:24])[CH2:19][CH2:20][CH3:21])([O:15][CH2:16][CH3:17])=[O:14].F[P-](F)(F)(F)(F)F.N1(OC(N(C)C)=[N+](C)C)C2C=CC=CC=2N=N1.[Na+].[Cl-], predict the reaction product. The product is: [CH2:16]([O:15][C:13]([C@@H:18]([NH:22][C@@H:23]([CH3:24])[C:25]([O:2][C:1]([CH:4]1[CH2:12][CH:11]2[CH:6]([CH2:7][CH2:8][CH2:9][CH2:10]2)[NH:5]1)=[O:3])=[O:26])[CH2:19][CH2:20][CH3:21])=[O:14])[CH3:17]. (6) Given the reactants Cl[C:2]([O:4][C:5]1[CH:10]=[CH:9][CH:8]=[CH:7][CH:6]=1)=[O:3].[CH2:11]([O:13][C:14]1[C:19]([C:20]2([OH:33])[C:28]3[C:23](=[CH:24][C:25]([F:31])=[C:26]([C:29]#[N:30])[CH:27]=3)[NH:22][C:21]2=[O:32])=[CH:18][CH:17]=[CH:16][N:15]=1)[CH3:12], predict the reaction product. The product is: [C:29]([C:26]1[CH:27]=[C:28]2[C:23](=[CH:24][C:25]=1[F:31])[N:22]([C:2]([O:4][C:5]1[CH:10]=[CH:9][CH:8]=[CH:7][CH:6]=1)=[O:3])[C:21](=[O:32])[C:20]2([C:19]1[C:14]([O:13][CH2:11][CH3:12])=[N:15][CH:16]=[CH:17][CH:18]=1)[O:33][C:2]([O:4][C:5]1[CH:10]=[CH:9][CH:8]=[CH:7][CH:6]=1)=[O:3])#[N:30]. (7) Given the reactants [C:1]1([CH:7]([C:33]2[CH:38]=[CH:37][CH:36]=[CH:35][CH:34]=2)[N:8]2[CH:13]=[CH:12][CH:11]=[C:10]([C:14]([NH:16][C@@H:17]([CH2:22][CH2:23][CH2:24][NH:25][C:26]([NH:28][N+:29]([O-:31])=[O:30])=[NH:27])[C:18]([O:20]C)=[O:19])=[O:15])[C:9]2=[O:32])[CH:6]=[CH:5][CH:4]=[CH:3][CH:2]=1.[OH-].[Na+], predict the reaction product. The product is: [C:1]1([CH:7]([C:33]2[CH:34]=[CH:35][CH:36]=[CH:37][CH:38]=2)[N:8]2[CH:13]=[CH:12][CH:11]=[C:10]([C:14]([NH:16][C@@H:17]([CH2:22][CH2:23][CH2:24][NH:25][C:26]([NH:28][N+:29]([O-:31])=[O:30])=[NH:27])[C:18]([OH:20])=[O:19])=[O:15])[C:9]2=[O:32])[CH:6]=[CH:5][CH:4]=[CH:3][CH:2]=1.